This data is from Full USPTO retrosynthesis dataset with 1.9M reactions from patents (1976-2016). The task is: Predict the reactants needed to synthesize the given product. (1) Given the product [CH2:1]([N:3]1[C:12]2[C:7](=[CH:8][C:9]([O:23][CH2:24][C:25]3[CH:30]=[CH:29][C:28]([O:31][CH3:32])=[CH:27][CH:26]=3)=[C:10]([O:13][CH2:14][C:15]3[CH:16]=[CH:17][C:18]([O:21][CH3:22])=[CH:19][CH:20]=3)[CH:11]=2)[C:6](=[O:33])[C:5]([C:34]([NH:48][CH2:47][CH2:46][N:41]2[CH2:45][CH2:44][CH2:43][CH2:42]2)=[O:36])=[N:4]1)[CH3:2], predict the reactants needed to synthesize it. The reactants are: [CH2:1]([N:3]1[C:12]2[C:7](=[CH:8][C:9]([O:23][CH2:24][C:25]3[CH:30]=[CH:29][C:28]([O:31][CH3:32])=[CH:27][CH:26]=3)=[C:10]([O:13][CH2:14][C:15]3[CH:20]=[CH:19][C:18]([O:21][CH3:22])=[CH:17][CH:16]=3)[CH:11]=2)[C:6](=[O:33])[C:5]([C:34]([OH:36])=O)=[N:4]1)[CH3:2].S(Cl)(Cl)=O.[N:41]1([CH2:46][CH2:47][NH2:48])[CH2:45][CH2:44][CH2:43][CH2:42]1.C(N(CC)CC)C. (2) The reactants are: [CH2:1]([CH:5]1[C:10](=[O:11])[NH:9][C:8]2[CH:12]=[C:13]([CH3:17])[CH:14]=[C:15]([CH3:16])[C:7]=2[O:6]1)[CH2:2][CH2:3][CH3:4].C(=O)([O-])[O-].[K+].[K+].[C:24]([O:28][CH3:29])(=[O:27])[CH:25]=[CH2:26].C(O)(=O)CC(CC(O)=O)(C(O)=O)O. Given the product [CH3:29][O:28][C:24](=[O:27])[CH2:25][CH2:26][N:9]1[C:8]2[CH:12]=[C:13]([CH3:17])[CH:14]=[C:15]([CH3:16])[C:7]=2[O:6][CH:5]([CH2:1][CH2:2][CH2:3][CH3:4])[C:10]1=[O:11], predict the reactants needed to synthesize it. (3) Given the product [Cl:26][CH2:27][CH2:28][CH2:29][CH2:30][CH:11]([C:8]1[CH:7]=[CH:6][C:5]([O:4][CH2:3][CH:2]([F:15])[F:1])=[CH:10][CH:9]=1)[C:12]([OH:14])=[O:13], predict the reactants needed to synthesize it. The reactants are: [F:1][CH:2]([F:15])[CH2:3][O:4][C:5]1[CH:10]=[CH:9][C:8]([CH2:11][C:12]([OH:14])=[O:13])=[CH:7][CH:6]=1.C[Si]([N-][Si](C)(C)C)(C)C.[Na+].[Cl:26][CH2:27][CH2:28][CH2:29][CH2:30]I. (4) Given the product [C:13]([C:8]1([C:5]2[CH:4]=[CH:3][C:2]([NH:1][C:20](=[O:21])[C:19]3[CH:23]=[CH:24][C:25]([O:26][CH3:27])=[C:17]([O:16][CH3:15])[CH:18]=3)=[CH:7][CH:6]=2)[CH2:12][CH2:11][CH2:10][CH2:9]1)#[N:14], predict the reactants needed to synthesize it. The reactants are: [NH2:1][C:2]1[CH:7]=[CH:6][C:5]([C:8]2([C:13]#[N:14])[CH2:12][CH2:11][CH2:10][CH2:9]2)=[CH:4][CH:3]=1.[CH3:15][O:16][C:17]1[CH:18]=[C:19]([CH:23]=[CH:24][C:25]=1[O:26][CH3:27])[C:20](Cl)=[O:21].C(N(CC)CC)C.